From a dataset of Reaction yield outcomes from USPTO patents with 853,638 reactions. Predict the reaction yield, written as a fraction of the theoretical maximum amount of product (1.0 means a 100% yield; for example, 0.34 means a 34% yield). (1) The reactants are Cl[C:2]1[N:7]2[N:8]=[CH:9][CH:10]=[C:6]2[N:5]=[C:4]([NH:11][C:12](=[O:23])[C:13]2[CH:18]=[CH:17][C:16]([C:19]([OH:22])([CH3:21])[CH3:20])=[CH:15][CH:14]=2)[CH:3]=1.[CH3:24][N:25]1[CH2:31][CH2:30][CH2:29][NH:28][CH2:27][CH2:26]1. The catalyst is CN1C(=O)CCC1.CS(C)=O.CO. The product is [OH:22][C:19]([C:16]1[CH:17]=[CH:18][C:13]([C:12]([NH:11][C:4]2[CH:3]=[C:2]([N:28]3[CH2:29][CH2:30][CH2:31][N:25]([CH3:24])[CH2:26][CH2:27]3)[N:7]3[N:8]=[CH:9][CH:10]=[C:6]3[N:5]=2)=[O:23])=[CH:14][CH:15]=1)([CH3:21])[CH3:20]. The yield is 0.990. (2) The reactants are Cl[C:2]1[CH:7]=[C:6]([Cl:8])[N:5]=[C:4]([NH2:9])[N:3]=1.C[CH2:11][N:12](C(C)C)[CH:13](C)C.CNC.O. The catalyst is C(#N)C. The product is [Cl:8][C:6]1[N:5]=[C:4]([NH2:9])[N:3]=[C:2]([N:12]([CH3:13])[CH3:11])[CH:7]=1. The yield is 0.940. (3) The reactants are C([NH:5][S:6]([C:9]1[CH:14]=[CH:13][CH:12]=[C:11]([C:15]2[N:20]=[C:19]([C:21]3[CH:26]=[C:25]([CH3:27])[CH:24]=[C:23]([C:28]4[CH:33]=[CH:32][C:31]([C:34]([F:37])([F:36])[F:35])=[CH:30][CH:29]=4)[N:22]=3)[CH:18]=[CH:17][N:16]=2)[CH:10]=1)(=[O:8])=[O:7])(C)(C)C.C(O)(C(F)(F)F)=O. The product is [CH3:27][C:25]1[CH:24]=[C:23]([C:28]2[CH:33]=[CH:32][C:31]([C:34]([F:37])([F:35])[F:36])=[CH:30][CH:29]=2)[N:22]=[C:21]([C:19]2[CH:18]=[CH:17][N:16]=[C:15]([C:11]3[CH:10]=[C:9]([S:6]([NH2:5])(=[O:8])=[O:7])[CH:14]=[CH:13][CH:12]=3)[N:20]=2)[CH:26]=1. No catalyst specified. The yield is 1.00. (4) The reactants are [Cl:1][C:2]1[CH:3]=[C:4]([C@@H:8]([OH:12])[C:9]([OH:11])=[O:10])[CH:5]=[CH:6][CH:7]=1.[C:13](OCC)(=O)C. The catalyst is CO.S(=O)(=O)(O)O. The product is [Cl:1][C:2]1[CH:3]=[C:4]([C@@H:8]([OH:12])[C:9]([O:11][CH3:13])=[O:10])[CH:5]=[CH:6][CH:7]=1. The yield is 0.930. (5) The reactants are [CH:1]1([CH2:6][CH2:7][CH2:8][O:9][C:10]2[C:15]([O:16][CH3:17])=[CH:14][C:13]([C:18]([CH3:22])([CH3:21])[C:19]#[N:20])=[C:12]([N+:23]([O-])=O)[CH:11]=2)[CH2:5][CH2:4][CH2:3][CH2:2]1.COC1C(OCCCN2CCCC2)=CC([N+]([O-])=O)=C(C2(C#N)CCC2)C=1. No catalyst specified. The product is [CH:1]1([CH2:6][CH2:7][CH2:8][O:9][C:10]2[CH:11]=[C:12]3[C:13]([C:18]([CH3:22])([CH3:21])[C:19]([NH2:20])=[N:23]3)=[CH:14][C:15]=2[O:16][CH3:17])[CH2:5][CH2:4][CH2:3][CH2:2]1. The yield is 0.370. (6) The reactants are C[O-].[K+].C[O:5][C:6](=[O:20])[CH:7]([CH2:16][CH:17]([CH3:19])[CH3:18])[CH2:8][C:9]([O:11][C:12]([CH3:15])([CH3:14])[CH3:13])=[O:10]. The catalyst is CO. The product is [C:12]([O:11][C:9](=[O:10])[CH2:8][CH:7]([CH2:16][CH:17]([CH3:18])[CH3:19])[C:6]([OH:20])=[O:5])([CH3:15])([CH3:14])[CH3:13]. The yield is 0.570. (7) The reactants are [CH3:1][O:2][C:3]1[CH:8]=[CH:7][C:6]([C:9]2[S:13][C:12]([C:14]([NH:16][C:17]3([C:20]([O:22]C)=[O:21])[CH2:19][CH2:18]3)=[O:15])=[C:11]([NH:24][C:25]([NH:27][C:28]3[C:33]([CH3:34])=[CH:32][C:31]([CH3:35])=[CH:30][C:29]=3[CH3:36])=[O:26])[CH:10]=2)=[CH:5][CH:4]=1.[OH-].[Li+]. The catalyst is O1CCOCC1. The product is [CH3:1][O:2][C:3]1[CH:4]=[CH:5][C:6]([C:9]2[S:13][C:12]([C:14]([NH:16][C:17]3([C:20]([OH:22])=[O:21])[CH2:19][CH2:18]3)=[O:15])=[C:11]([NH:24][C:25]([NH:27][C:28]3[C:33]([CH3:34])=[CH:32][C:31]([CH3:35])=[CH:30][C:29]=3[CH3:36])=[O:26])[CH:10]=2)=[CH:7][CH:8]=1. The yield is 0.840. (8) The reactants are [Cl:1][C:2]1[CH:10]=[CH:9][C:5]([CH2:6][C:7]#[N:8])=[CH:4][CH:3]=1.[C:11](OCC)(=[O:17])[C:12]([O:14][CH2:15][CH3:16])=[O:13].[H-].[Na+]. The catalyst is O1CCCC1. The product is [Cl:1][C:2]1[CH:10]=[CH:9][C:5]([CH:6]([C:7]#[N:8])[C:11](=[O:17])[C:12]([O:14][CH2:15][CH3:16])=[O:13])=[CH:4][CH:3]=1. The yield is 0.940. (9) The catalyst is [Pd].CC([O-])=O.CC([O-])=O.[Pb+2].O1CCCC1.CO. The reactants are [C:1]([O:5][N:6]=[C:7]1[C:16]2[C:11](=[CH:12][C:13]([C:17]#[C:18][C:19]3[CH:24]=[CH:23][CH:22]=[CH:21][CH:20]=3)=[CH:14][CH:15]=2)[O:10][C:9]([C:25]2[N:26]=[CH:27][C:28]3[C:33]([CH:34]=2)=[CH:32][CH:31]=[CH:30][CH:29]=3)=[CH:8]1)([CH3:4])([CH3:3])[CH3:2].[H][H]. The product is [C:1]([O:5][N:6]=[C:7]1[C:16]2[C:11](=[CH:12][C:13]([CH2:17][CH2:18][C:19]3[CH:24]=[CH:23][CH:22]=[CH:21][CH:20]=3)=[CH:14][CH:15]=2)[O:10][C:9]([C:25]2[N:26]=[CH:27][C:28]3[C:33]([CH:34]=2)=[CH:32][CH:31]=[CH:30][CH:29]=3)=[CH:8]1)([CH3:4])([CH3:2])[CH3:3]. The yield is 0.600. (10) The reactants are C([O:8][C:9]1[CH:32]=[C:31]([O:33][CH3:34])[CH:30]=[CH:29][C:10]=1[C:11]1[CH2:12][O:13][C:14]2[C:19]([CH:20]=1)=[CH:18][CH:17]=[C:16]([O:21]CC1C=CC=CC=1)[CH:15]=2)C1C=CC=CC=1.CC1C(C)=C(C)C(C)=C(C)C=1.B(Cl)(Cl)Cl. The product is [CH3:34][O:33][C:31]1[CH:30]=[CH:29][C:10]([C:11]2[CH2:12][O:13][C:14]3[CH:15]=[C:16]([OH:21])[CH:17]=[CH:18][C:19]=3[CH:20]=2)=[C:9]([OH:8])[CH:32]=1. The yield is 0.610. The catalyst is C(Cl)Cl.